This data is from Full USPTO retrosynthesis dataset with 1.9M reactions from patents (1976-2016). The task is: Predict the reactants needed to synthesize the given product. (1) Given the product [Cl:12][C:6]1[CH:7]=[C:8]([Cl:11])[CH:9]=[CH:10][C:5]=1[O:4][CH2:3][CH2:2][O:13][C:14]1[CH:15]=[C:16]([CH2:22][CH:23]([CH3:29])[C:24]([OH:26])=[O:25])[CH:17]=[CH:18][CH:19]=1, predict the reactants needed to synthesize it. The reactants are: Br[CH2:2][CH2:3][O:4][C:5]1[CH:10]=[CH:9][C:8]([Cl:11])=[CH:7][C:6]=1[Cl:12].[OH:13][C:14]1[CH:15]=[C:16]([CH2:22][CH:23]([CH3:29])[C:24]([O:26]CC)=[O:25])[CH:17]=[CH:18][C:19]=1OC. (2) The reactants are: [Br:1][C:2]1[CH:7]=[CH:6][C:5](/[N:8]=[C:9](/[O:16][CH2:17][CH3:18])\[CH2:10][C:11]([O:13]CC)=O)=[CH:4][C:3]=1[O:19][CH3:20]. Given the product [Br:1][C:2]1[CH:7]=[C:6]2[C:5](=[CH:4][C:3]=1[O:19][CH3:20])[N:8]=[C:9]([O:16][CH2:17][CH3:18])[CH:10]=[C:11]2[OH:13], predict the reactants needed to synthesize it.